Dataset: Tyrosyl-DNA phosphodiesterase HTS with 341,365 compounds. Task: Binary Classification. Given a drug SMILES string, predict its activity (active/inactive) in a high-throughput screening assay against a specified biological target. (1) The drug is Brc1cc(OCC(=O)Nc2cc(C(=O)Nc3c(n(n(c3=O)c3ccccc3)C)C)ccc2)ccc1. The result is 0 (inactive). (2) The molecule is o1c(c2nc3c(nc2c2occc2)ccc(NC(=O)NCCCO)c3)ccc1. The result is 1 (active). (3) The drug is O(C1(C(OC(=O)CCC(OC)=O)=c2c(=CC1=O)cc(nc2)CCCC)C)C(=O)CC. The result is 0 (inactive). (4) The compound is S(=O)(=O)(N1CCCC1)c1cc2c(n(CCC(=O)NCc3ccc(OC)cc3)cc2)cc1. The result is 0 (inactive). (5) The molecule is Brc1ccc(Sc2c(CN(C)C)cccc2)cc1. The result is 0 (inactive). (6) The drug is S=c1[nH]c2nc3c(nc2c(=O)[nH]1)ccc(N)c3. The result is 1 (active).